From a dataset of Reaction yield outcomes from USPTO patents with 853,638 reactions. Predict the reaction yield, written as a fraction of the theoretical maximum amount of product (1.0 means a 100% yield; for example, 0.34 means a 34% yield). (1) The reactants are C([NH:5][C:6]1[C:15]2[CH:14]=[CH:13][CH:12]=[C:11]([C:16]([NH:18][C:19]3[CH:24]=[C:23]([C:25](=[O:37])NC4C=CC=C(C(F)(F)F)C=4)[CH:22]=[CH:21][C:20]=3[CH3:38])=[O:17])[C:10]=2[CH:9]=[CH:8][N:7]=1)(C)(C)C.[CH3:39][C:40]1[N:41]=[CH:42][N:43]([C:45]2[CH:46]=[C:47]([CH:49]=[C:50]([C:52]([F:55])([F:54])[F:53])[CH:51]=2)[NH2:48])[CH:44]=1.NC1C=CC=CC=1. No catalyst specified. The product is [NH2:5][C:6]1[C:15]2[CH:14]=[CH:13][CH:12]=[C:11]([C:16]([NH:18][C:19]3[CH:24]=[C:23]([C:25](=[O:37])[NH:48][C:47]4[CH:49]=[C:50]([C:52]([F:55])([F:53])[F:54])[CH:51]=[C:45]([N:43]5[CH:44]=[C:40]([CH3:39])[N:41]=[CH:42]5)[CH:46]=4)[CH:22]=[CH:21][C:20]=3[CH3:38])=[O:17])[C:10]=2[CH:9]=[CH:8][N:7]=1. The yield is 0.0750. (2) The reactants are [C:1]([C:4]1[CH:9]=[CH:8][C:7]([S:10]([C:13]2[CH:14]=[CH:15][C:16]([CH3:29])=[C:17]([S:19]([NH:22][CH:23]3[CH2:28][CH2:27][O:26][CH2:25][CH2:24]3)(=[O:21])=[O:20])[CH:18]=2)(=[O:12])=[O:11])=[CH:6][CH:5]=1)(=O)[CH3:2].[OH2:30].C([O-])(=O)C.[Na+].Cl.[NH2:37]O. The catalyst is C(O)C. The product is [OH:30]/[N:37]=[C:1](/[C:4]1[CH:5]=[CH:6][C:7]([S:10]([C:13]2[CH:14]=[CH:15][C:16]([CH3:29])=[C:17]([S:19]([NH:22][CH:23]3[CH2:28][CH2:27][O:26][CH2:25][CH2:24]3)(=[O:21])=[O:20])[CH:18]=2)(=[O:12])=[O:11])=[CH:8][CH:9]=1)\[CH3:2]. The yield is 0.550. (3) The reactants are [Br:1][C:2]1[CH:3]=[C:4]2[C:10]([C:11]([OH:13])=O)=[N:9][NH:8][C:5]2=[N:6][CH:7]=1.C1N=CN(C(N2C=NC=C2)=O)C=1.Cl.[CH3:27][NH:28][O:29][CH3:30]. The catalyst is CN(C=O)C. The product is [Br:1][C:2]1[CH:3]=[C:4]2[C:10]([C:11]([N:28]([O:29][CH3:30])[CH3:27])=[O:13])=[N:9][NH:8][C:5]2=[N:6][CH:7]=1. The yield is 0.920. (4) The reactants are [NH2:1][C:2]1[N:7]=[CH:6][C:5]([C:8]2[N:13]=[C:12]([N:14]3[CH2:18][CH:17]4[CH2:19][CH:15]3[CH2:16]4)[N:11]=[C:10]([N:20]3[CH2:25][C@@H:24]4[CH2:26][C@H:21]3[CH2:22][N:23]4C(OC(C)(C)C)=O)[CH:9]=2)=[CH:4][C:3]=1[C:34]([F:37])([F:36])[F:35].FC(F)(F)C(O)=O. The catalyst is ClCCl. The product is [CH:15]12[CH2:16][CH:17]([CH2:19]1)[CH2:18][N:14]2[C:12]1[N:13]=[C:8]([C:5]2[CH:4]=[C:3]([C:34]([F:37])([F:36])[F:35])[C:2]([NH2:1])=[N:7][CH:6]=2)[CH:9]=[C:10]([N:20]2[CH2:25][C@@H:24]3[CH2:26][C@H:21]2[CH2:22][NH:23]3)[N:11]=1. The yield is 0.750. (5) The reactants are Cl[C:2]1[CH:3]=[CH:4][C:5]2[N:6]=[CH:7][N:8]=[C:9]([O:12][C:13]3[CH:14]=[N:15][CH:16]=[CH:17][CH:18]=3)[C:10]=2[N:11]=1.CC1(C)C(C)(C)OB([C:27]2[CH:28]=[C:29]([NH:33][S:34]([C:37]3[CH:42]=[CH:41][CH:40]=[CH:39][CH:38]=3)(=[O:36])=[O:35])[CH:30]=[N:31][CH:32]=2)O1.C(=O)(O)[O-].[Na+]. The catalyst is O1CCOCC1. The product is [N:15]1[CH:16]=[CH:17][CH:18]=[C:13]([O:12][C:9]2[C:10]3[N:11]=[C:2]([C:27]4[CH:28]=[C:29]([NH:33][S:34]([C:37]5[CH:38]=[CH:39][CH:40]=[CH:41][CH:42]=5)(=[O:35])=[O:36])[CH:30]=[N:31][CH:32]=4)[CH:3]=[CH:4][C:5]=3[N:6]=[CH:7][N:8]=2)[CH:14]=1. The yield is 0.130.